This data is from Full USPTO retrosynthesis dataset with 1.9M reactions from patents (1976-2016). The task is: Predict the reactants needed to synthesize the given product. (1) Given the product [CH3:1][O:2][C:3](=[O:18])[C@@H:4]([O:15][CH2:16][CH3:17])[CH2:5][C:6]1[C:11]([CH3:12])=[CH:10][C:9]([O:13][CH2:28][C:26]2[N:27]=[C:23]([C:19]([CH3:22])([CH3:21])[CH3:20])[O:24][C:25]=2[CH3:30])=[CH:8][C:7]=1[CH3:14], predict the reactants needed to synthesize it. The reactants are: [CH3:1][O:2][C:3](=[O:18])[C@@H:4]([O:15][CH2:16][CH3:17])[CH2:5][C:6]1[C:11]([CH3:12])=[CH:10][C:9]([OH:13])=[CH:8][C:7]=1[CH3:14].[C:19]([C:23]1[O:24][C:25]([CH3:30])=[C:26]([CH2:28]Cl)[N:27]=1)([CH3:22])([CH3:21])[CH3:20].C(=O)([O-])[O-].[Cs+].[Cs+].[I-].[K+]. (2) Given the product [Br:1][C:2]1[N:3]=[C:4]([NH:10][C:11]2[CH:16]=[CH:15][C:14]([CH:17]=[O:18])=[CH:13][CH:12]=2)[C:5](=[O:9])[N:6]([CH3:8])[CH:7]=1, predict the reactants needed to synthesize it. The reactants are: [Br:1][C:2]1[N:3]=[C:4]([NH:10][C:11]2[CH:16]=[CH:15][C:14]([CH2:17][OH:18])=[CH:13][CH:12]=2)[C:5](=[O:9])[N:6]([CH3:8])[CH:7]=1.II.CC1(C)N([O])C(C)(C)CCC1.C(=O)(O)[O-].[Na+]. (3) Given the product [CH2:1]([O:3][C:4](=[O:18])[CH:5]([O:15][CH2:16][CH3:17])[CH2:6][C:7]1[CH:12]=[CH:11][C:10]([O:13][CH2:20][C:21]2[S:25][C:24]([C:26]3[CH:27]=[CH:28][C:29]([C:32]([F:35])([F:33])[F:34])=[CH:30][CH:31]=3)=[N:23][C:22]=2[CH3:36])=[CH:9][C:8]=1[CH3:14])[CH3:2], predict the reactants needed to synthesize it. The reactants are: [CH2:1]([O:3][C:4](=[O:18])[CH:5]([O:15][CH2:16][CH3:17])[CH2:6][C:7]1[CH:12]=[CH:11][C:10]([OH:13])=[CH:9][C:8]=1[CH3:14])[CH3:2].Cl[CH2:20][C:21]1[S:25][C:24]([C:26]2[CH:31]=[CH:30][C:29]([C:32]([F:35])([F:34])[F:33])=[CH:28][CH:27]=2)=[N:23][C:22]=1[CH3:36].C(=O)([O-])[O-].[Cs+].[Cs+].[I-].[K+].